Dataset: Reaction yield outcomes from USPTO patents with 853,638 reactions. Task: Predict the reaction yield, written as a fraction of the theoretical maximum amount of product (1.0 means a 100% yield; for example, 0.34 means a 34% yield). The reactants are [CH3:1][O:2][C:3](=[O:30])[C:4]1[CH:9]=[CH:8][C:7]([CH3:10])=[C:6]([N:11]2[C:16](=[O:17])[C:15]([Cl:18])=[C:14]([O:19][CH2:20][C:21]3[CH:26]=[CH:25][C:24](OC)=[CH:23][CH:22]=3)[N:13]=[C:12]2[CH3:29])[CH:5]=1.[F:31]C1C=CC(CBr)=CC=1.C(=O)([O-])[O-].[K+].[K+].C1OCCOCCOCCOCCOCCOC1. The catalyst is CN(C)C=O. The product is [CH3:1][O:2][C:3](=[O:30])[C:4]1[CH:9]=[CH:8][C:7]([CH3:10])=[C:6]([N:11]2[C:16](=[O:17])[C:15]([Cl:18])=[C:14]([O:19][CH2:20][C:21]3[CH:26]=[CH:25][C:24]([F:31])=[CH:23][CH:22]=3)[N:13]=[C:12]2[CH3:29])[CH:5]=1. The yield is 0.380.